Dataset: Ames mutagenicity test results for genotoxicity prediction. Task: Regression/Classification. Given a drug SMILES string, predict its toxicity properties. Task type varies by dataset: regression for continuous values (e.g., LD50, hERG inhibition percentage) or binary classification for toxic/non-toxic outcomes (e.g., AMES mutagenicity, cardiotoxicity, hepatotoxicity). Dataset: ames. (1) The molecule is COC(=O)CNC(=O)C(CSCCCl)NC(=O)CCC(N)C(=O)O. The result is 1 (mutagenic). (2) The drug is Cc1ccc(C)c(O)c1C. The result is 0 (non-mutagenic). (3) The compound is O=[N+]([O-])c1cccc2oc3ccccc3c12. The result is 1 (mutagenic). (4) The drug is C=CC(=O)OCCOCCOC(=O)C=C. The result is 0 (non-mutagenic). (5) The molecule is CC[N+]([O-])(CC)CCn1nc2c3c(c(CO)ccc31)Sc1cc(Cl)ccc1-2. The result is 1 (mutagenic). (6) The drug is CC(C)(C)c1cc(Cc2cc(C(C)(C)C)c(O)c(C(C)(C)C)c2)cc(C(C)(C)C)c1O. The result is 0 (non-mutagenic). (7) The drug is C=C1CCC=C(C)CCC2C1CC2(C)C. The result is 0 (non-mutagenic). (8) The molecule is CC(=O)c1c(O)cc(C)oc1=O. The result is 0 (non-mutagenic). (9) The drug is Clc1cnc2ccccc2c1. The result is 0 (non-mutagenic). (10) The compound is O=[N+]([O-])c1cc(C(F)(F)F)ccc1Cl. The result is 0 (non-mutagenic).